Dataset: Full USPTO retrosynthesis dataset with 1.9M reactions from patents (1976-2016). Task: Predict the reactants needed to synthesize the given product. (1) Given the product [NH2:25][C:20]1[C:19]([C:17]2[O:16][N:15]=[C:14]([CH2:13][C:12]3[CH:26]=[CH:27][C:9]([OH:8])=[CH:10][CH:11]=3)[CH:18]=2)=[CH:24][CH:23]=[CH:22][N:21]=1, predict the reactants needed to synthesize it. The reactants are: C([O:8][C:9]1[CH:27]=[CH:26][C:12]([CH2:13][C:14]2[CH:18]=[C:17]([C:19]3[C:20]([NH2:25])=[N:21][CH:22]=[CH:23][CH:24]=3)[O:16][N:15]=2)=[CH:11][CH:10]=1)C1C=CC=CC=1.FC(F)(F)C(O)=O.C1(SC)C=CC=CC=1.C(=O)([O-])O.[Na+]. (2) Given the product [CH3:8][N:17]1[CH:16]([C:18]2[CH:25]=[CH:24][C:21]([C:22]#[N:23])=[CH:20][C:19]=2[S:26]([CH3:29])(=[O:27])=[O:28])[C:15]2[C:14](=[O:30])[CH2:13][CH2:12][CH2:11][C:10]=2[N:9]([C:31]2[CH:36]=[CH:35][N:34]=[C:33]([C:37]([F:40])([F:38])[F:39])[CH:32]=2)[C:1]1=[O:4], predict the reactants needed to synthesize it. The reactants are: [C:1](=[O:4])([O-])[O-].[Cs+].[Cs+].O=[C:8]1[NH:17][CH:16]([C:18]2[CH:25]=[CH:24][C:21]([C:22]#[N:23])=[CH:20][C:19]=2[S:26]([CH3:29])(=[O:28])=[O:27])[C:15]2[C:14](=[O:30])[CH2:13][CH2:12][CH2:11][C:10]=2[N:9]1[C:31]1[CH:36]=[CH:35][N:34]=[C:33]([C:37]([F:40])([F:39])[F:38])[CH:32]=1.C(OCC)(=O)C. (3) The reactants are: [NH2:1][C:2]1[CH:11]=[C:10]2[C:5]([CH:6]=[CH:7][CH:8]=[N:9]2)=[CH:4][CH:3]=1.[F:12][C:13]1[CH:14]=[C:15]([C:19]2[CH:27]=[CH:26][C:22]([C:23](O)=[O:24])=[CH:21][N:20]=2)[CH:16]=[CH:17][CH:18]=1. Given the product [F:12][C:13]1[CH:14]=[C:15]([C:19]2[CH:27]=[CH:26][C:22]([C:23]([NH:1][C:2]3[CH:11]=[C:10]4[C:5]([CH:6]=[CH:7][CH:8]=[N:9]4)=[CH:4][CH:3]=3)=[O:24])=[CH:21][N:20]=2)[CH:16]=[CH:17][CH:18]=1, predict the reactants needed to synthesize it. (4) Given the product [Br:1][C:2]1[C:3]([C:9]#[N:10])=[N:4][C:5]([O:8][Si:11]([C:14]([CH3:17])([CH3:16])[CH3:15])([CH3:13])[CH3:12])=[CH:6][CH:7]=1, predict the reactants needed to synthesize it. The reactants are: [Br:1][C:2]1[CH:7]=[CH:6][C:5](=[O:8])[NH:4][C:3]=1[C:9]#[N:10].[Si:11](Cl)([C:14]([CH3:17])([CH3:16])[CH3:15])([CH3:13])[CH3:12].N1C=CN=C1. (5) The reactants are: C([O:3][C:4]([C:6]1([CH2:23][S:24][C:25]2[NH:29][C:28]3[CH:30]=[CH:31][CH:32]=[CH:33][C:27]=3[N:26]=2)[C:10]([S:11][C:12]2[NH:16][C:15]3[CH:17]=[CH:18][CH:19]=[CH:20][C:14]=3[N:13]=2)=[C:9]([OH:21])[C:8](=[O:22])[O:7]1)=[O:5])C.C(=O)(O)[O-].[Na+]. Given the product [NH:13]1[C:14]2[CH:20]=[CH:19][CH:18]=[CH:17][C:15]=2[N:16]=[C:12]1[S:11][C:10]1[C:6]([CH2:23][S:24][C:25]2[NH:26][C:27]3[CH:33]=[CH:32][CH:31]=[CH:30][C:28]=3[N:29]=2)([C:4]([OH:5])=[O:3])[O:7][C:8](=[O:22])[C:9]=1[OH:21], predict the reactants needed to synthesize it. (6) Given the product [Br:9][CH2:10][CH2:11][O:8][C:5]1[CH:6]=[CH:7][C:2]([I:1])=[CH:3][CH:4]=1, predict the reactants needed to synthesize it. The reactants are: [I:1][C:2]1[CH:7]=[CH:6][C:5]([OH:8])=[CH:4][CH:3]=1.[Br:9][CH2:10][CH2:11]Br.C(=O)([O-])[O-].[K+].[K+]. (7) Given the product [CH2:1]([O:8][N:9]=[C:10]1[C:18]2([CH2:23][CH2:22][CH2:21][CH2:20][CH2:19]2)[C:17]2[C:12](=[CH:13][CH:14]=[C:15]([C:31]3[CH:30]=[CH:29][CH:28]=[C:27]([O:26][CH3:25])[CH:32]=3)[CH:16]=2)[NH:11]1)[C:2]1[CH:7]=[CH:6][CH:5]=[CH:4][CH:3]=1, predict the reactants needed to synthesize it. The reactants are: [CH2:1]([O:8][N:9]=[C:10]1[C:18]2([CH2:23][CH2:22][CH2:21][CH2:20][CH2:19]2)[C:17]2[C:12](=[CH:13][CH:14]=[C:15](Br)[CH:16]=2)[NH:11]1)[C:2]1[CH:7]=[CH:6][CH:5]=[CH:4][CH:3]=1.[CH3:25][O:26][C:27]1[CH:28]=[C:29](B(O)O)[CH:30]=[CH:31][CH:32]=1.CCCCCC. (8) Given the product [C:4]1([CH:9]=[CH:10][C:11]([C:13]2[CH:18]=[CH:17][CH:16]=[CH:15][CH:14]=2)=[O:12])[CH:3]=[CH:8][CH:7]=[CH:6][CH:5]=1, predict the reactants needed to synthesize it. The reactants are: CO[C:3]1[CH:8]=[CH:7][CH:6]=[CH:5][C:4]=1[CH:9]=[CH:10][C:11]([C:13]1[CH:18]=[CH:17][CH:16]=[CH:15][CH:14]=1)=[O:12].[C-]#N.[Na+].CS(C)=O.C(Cl)(Cl)Cl.